Predict the reactants needed to synthesize the given product. From a dataset of Full USPTO retrosynthesis dataset with 1.9M reactions from patents (1976-2016). (1) The reactants are: [C:1]([C:4]1[C:5]([CH3:12])=[C:6]([C:10]#[N:11])[NH:7][C:8]=1[CH3:9])(=[O:3])[CH3:2].[CH3:13][N:14]([CH3:25])[CH:15](N(C)C)C(=O)C(C)(C)C. Given the product [CH3:13][N:14]([CH3:25])[CH:15]=[CH:2][C:1]([C:4]1[C:5]([CH3:12])=[C:6]([C:10]#[N:11])[NH:7][C:8]=1[CH3:9])=[O:3], predict the reactants needed to synthesize it. (2) Given the product [CH3:1][C:2]1[N:3]=[C:4]([CH2:8][NH:9][C:11]2[C:12](=[O:31])[N:13]([CH3:30])[N:14]=[C:15]([O:17][CH2:18][C@H:19]3[CH2:21][C@@H:20]3[C:22]3[CH:27]=[CH:26][C:25]([O:28][CH3:29])=[CH:24][N:23]=3)[CH:16]=2)[S:5][C:6]=1[CH3:7], predict the reactants needed to synthesize it. The reactants are: [CH3:1][C:2]1[N:3]=[C:4]([CH2:8][NH2:9])[S:5][C:6]=1[CH3:7].Br[C:11]1[C:12](=[O:31])[N:13]([CH3:30])[N:14]=[C:15]([O:17][CH2:18][C@H:19]2[CH2:21][C@@H:20]2[C:22]2[CH:27]=[CH:26][C:25]([O:28][CH3:29])=[CH:24][N:23]=2)[CH:16]=1.C1C=CC(P(C2C(C3C(P(C4C=CC=CC=4)C4C=CC=CC=4)=CC=C4C=3C=CC=C4)=C3C(C=CC=C3)=CC=2)C2C=CC=CC=2)=CC=1.C(O[Na])(C)(C)C. (3) Given the product [C:1]1([C:7]2[CH:16]=[CH:15][C:14]3[C:9](=[C:10]([NH:17][C:24]([C:19]4[CH:20]=[N:21][CH:22]=[CH:23][N:18]=4)=[O:25])[CH:11]=[CH:12][CH:13]=3)[N:8]=2)[CH:2]=[CH:3][CH:4]=[CH:5][CH:6]=1, predict the reactants needed to synthesize it. The reactants are: [C:1]1([C:7]2[CH:16]=[CH:15][C:14]3[C:9](=[C:10]([NH2:17])[CH:11]=[CH:12][CH:13]=3)[N:8]=2)[CH:6]=[CH:5][CH:4]=[CH:3][CH:2]=1.[N:18]1[CH:23]=[CH:22][N:21]=[CH:20][C:19]=1[C:24](O)=[O:25].CN(C(ON1N=NC2C=CC=NC1=2)=[N+](C)C)C.F[P-](F)(F)(F)(F)F.CCN(C(C)C)C(C)C. (4) The reactants are: [C:1]([C:3]1[C:12]2[C:7](=[CH:8][CH:9]=[CH:10][CH:11]=2)[CH:6]=[CH:5][C:4]=1[CH2:13][CH2:14][CH2:15][CH2:16][CH2:17][CH3:18])#[CH:2].Br[CH2:20][CH2:21]CCCC.BrCC(CC)CCCC. Given the product [C:1]([C:3]1[C:12]2[C:7](=[CH:8][CH:9]=[CH:10][CH:11]=2)[CH:6]=[CH:5][C:4]=1[CH2:13][CH:14]([CH2:20][CH3:21])[CH2:15][CH2:16][CH2:17][CH3:18])#[CH:2], predict the reactants needed to synthesize it. (5) Given the product [CH2:1]([O:8][C:9]1[CH:14]=[CH:13][N:12]=[C:11]([NH:16][NH2:17])[CH:10]=1)[C:2]1[CH:7]=[CH:6][CH:5]=[CH:4][CH:3]=1, predict the reactants needed to synthesize it. The reactants are: [CH2:1]([O:8][C:9]1[CH:14]=[CH:13][N:12]=[C:11](Cl)[CH:10]=1)[C:2]1[CH:7]=[CH:6][CH:5]=[CH:4][CH:3]=1.[NH2:16][NH2:17]. (6) Given the product [NH2:19][C:2]1[C:11]2[C:6](=[CH:7][CH:8]=[C:9]([C:12]3[CH:17]=[CH:16][C:15]([F:18])=[CH:14][CH:13]=3)[CH:10]=2)[N:5]=[CH:4][N:3]=1, predict the reactants needed to synthesize it. The reactants are: Cl[C:2]1[C:11]2[C:6](=[CH:7][CH:8]=[C:9]([C:12]3[CH:17]=[CH:16][C:15]([F:18])=[CH:14][CH:13]=3)[CH:10]=2)[N:5]=[CH:4][N:3]=1.[NH3:19].